From a dataset of Retrosynthesis with 50K atom-mapped reactions and 10 reaction types from USPTO. Predict the reactants needed to synthesize the given product. (1) Given the product C[C@H](NC(=O)COc1cc(C(F)(F)F)c2c(-c3ccccc3F)nn(C)c2n1)c1ccccc1, predict the reactants needed to synthesize it. The reactants are: C[C@H](N)c1ccccc1.Cn1nc(-c2ccccc2F)c2c(C(F)(F)F)cc(OCC(=O)O)nc21. (2) Given the product COC(=O)c1ccc2c(cnn2C(C)C)c1, predict the reactants needed to synthesize it. The reactants are: CC(C)I.COC(=O)c1ccc2[nH]ncc2c1. (3) The reactants are: C[C@H]1C[C@H](NC(=O)OC(C)(C)C)CN(Cc2ccccc2)C1. Given the product C[C@@H]1CNC[C@@H](NC(=O)OC(C)(C)C)C1, predict the reactants needed to synthesize it. (4) Given the product CCOC(=O)CNCCCN(Cc1ccccc1)C[C@H]1COc2cccnc2O1, predict the reactants needed to synthesize it. The reactants are: CCOC(=O)CBr.NCCCN(Cc1ccccc1)C[C@H]1COc2cccnc2O1.